The task is: Predict the reactants needed to synthesize the given product.. This data is from Full USPTO retrosynthesis dataset with 1.9M reactions from patents (1976-2016). (1) Given the product [C:25]([C:22]1[CH:23]=[CH:24][C:19]([C:10]2[C:9]([S:6]([NH:5][C:1]([CH3:4])([CH3:3])[CH3:2])(=[O:8])=[O:7])=[CH:14][CH:13]=[CH:12][CH:11]=2)=[CH:20][C:21]=1[F:28])(=[O:27])[CH3:26], predict the reactants needed to synthesize it. The reactants are: [C:1]([NH:5][S:6]([C:9]1[CH:14]=[CH:13][CH:12]=[CH:11][C:10]=1B(O)O)(=[O:8])=[O:7])([CH3:4])([CH3:3])[CH3:2].Br[C:19]1[CH:24]=[CH:23][C:22]([C:25](=[O:27])[CH3:26])=[C:21]([F:28])[CH:20]=1. (2) Given the product [C:20]([O:24][C:25]([N:27]1[CH2:32][CH2:31][C:30]([OH:39])([C:13]2[CH:18]=[CH:17][CH:16]=[CH:15][C:14]=2[SH:19])[CH2:29][CH2:28]1)=[O:26])([CH3:23])([CH3:22])[CH3:21], predict the reactants needed to synthesize it. The reactants are: C([Li])CCC.CCCCCC.Br[C:13]1[CH:18]=[CH:17][CH:16]=[CH:15][C:14]=1[SH:19].[C:20]([O:24][C:25]([N:27]1[CH2:32][CH2:31][CH2:30][CH2:29][C:28]1=O)=[O:26])([CH3:23])([CH3:22])[CH3:21].[NH4+].[Cl-].C1C[O:39]CC1. (3) Given the product [F:1][C:2]([F:19])([F:18])[C:3]1[CH:8]=[CH:7][C:6]([C:9]2[CH:10]=[C:11]([C:12]([F:15])([F:14])[F:13])[N:22]3[CH:23]=[N:24][C:25]([C:26]#[N:27])=[C:21]3[N:20]=2)=[CH:5][CH:4]=1, predict the reactants needed to synthesize it. The reactants are: [F:1][C:2]([F:19])([F:18])[C:3]1[CH:8]=[CH:7][C:6]([C:9](=O)[CH2:10][C:11](=O)[C:12]([F:15])([F:14])[F:13])=[CH:5][CH:4]=1.[NH2:20][C:21]1[N:22]=[CH:23][NH:24][C:25]=1[C:26]#[N:27]. (4) Given the product [CH:1]([C:4]1[CH:9]=[CH:8][N+:7]([O-:10])=[CH:6][CH:5]=1)([CH3:3])[CH3:2], predict the reactants needed to synthesize it. The reactants are: [CH:1]([C:4]1[CH:9]=[CH:8][N:7]=[CH:6][CH:5]=1)([CH3:3])[CH3:2].[OH:10]O.C(Cl)(Cl)Cl.O. (5) Given the product [NH2:10][C:9]1[N:5]([C:3]([NH:2][CH3:1])=[O:4])[CH:6]=[N:7][C:8]=1[C:12]([NH:14][C:21]([CH3:24])([CH3:23])[CH3:22])=[O:13], predict the reactants needed to synthesize it. The reactants are: [CH3:1][N:2]1N=[N:10][C:9]2[N:5]([CH:6]=[N:7][C:8]=2[C:12]([NH2:14])=[O:13])[C:3]1=[O:4].C(C(N=C(C1C=CC=CC=1)C1C=CC=CC=1)C(N[C:21]([CH3:24])([CH3:23])[CH3:22])=O)#N.Cl.NC(C#N)C(NC(C)(C)C)=O. (6) Given the product [OH:8][C:9]1[CH:18]=[C:17]2[C:12]([C:13]([C:19](=[O:21])[CH3:20])=[CH:14][CH:15]=[N:16]2)=[CH:11][C:10]=1[O:22][CH3:23], predict the reactants needed to synthesize it. The reactants are: C([O:8][C:9]1[CH:18]=[C:17]2[C:12]([C:13]([C:19](=[O:21])[CH3:20])=[CH:14][CH:15]=[N:16]2)=[CH:11][C:10]=1[O:22][CH3:23])C1C=CC=CC=1.CS(O)(=O)=O. (7) Given the product [CH:1]1[C:10]2[C:5](=[CH:6][CH:7]=[CH:8][CH:9]=2)[CH:4]=[C:3]([NH:11][C:12](=[O:32])[O:13][CH2:14][C@@H:15]([N:18]([CH3:31])[C:19]([NH:21][CH2:22][C:23]2[CH:28]=[CH:27][CH:26]=[C:25]([F:29])[C:24]=2[Cl:30])=[O:20])[CH2:16][NH:17][CH2:39][CH:40]([F:42])[F:41])[N:2]=1, predict the reactants needed to synthesize it. The reactants are: [CH:1]1[C:10]2[C:5](=[CH:6][CH:7]=[CH:8][CH:9]=2)[CH:4]=[C:3]([NH:11][C:12](=[O:32])[O:13][CH2:14][C@@H:15]([N:18]([CH3:31])[C:19]([NH:21][CH2:22][C:23]2[CH:28]=[CH:27][CH:26]=[C:25]([F:29])[C:24]=2[Cl:30])=[O:20])[CH2:16][NH2:17])[N:2]=1.FC(F)(F)S(O[CH2:39][CH:40]([F:42])[F:41])(=O)=O.CCN(C(C)C)C(C)C.